From a dataset of Forward reaction prediction with 1.9M reactions from USPTO patents (1976-2016). Predict the product of the given reaction. The product is: [Br:27][C:28]1[N:33]=[CH:32][C:31]2[C:34]([C:9]3[CH:10]=[N:11][N:12]([CH2:14][C:15]([O:17][CH2:18][CH3:19])=[O:16])[CH:13]=3)=[CH:35][N:36]([CH:37]([CH3:39])[CH3:38])[C:30]=2[CH:29]=1. Given the reactants CC1(C)C(C)(C)OB([C:9]2[CH:10]=[N:11][N:12]([CH2:14][C:15]([O:17][CH2:18][CH3:19])=[O:16])[CH:13]=2)O1.C(=O)([O-])[O-].[Na+].[Na+].[Br:27][C:28]1[N:33]=[CH:32][C:31]2[C:34](I)=[CH:35][N:36]([CH:37]([CH3:39])[CH3:38])[C:30]=2[CH:29]=1.C(#N)C, predict the reaction product.